From a dataset of Catalyst prediction with 721,799 reactions and 888 catalyst types from USPTO. Predict which catalyst facilitates the given reaction. (1) Reactant: C([O:4][CH2:5][C:6]([NH:8][C:9]1[N:10]=[C:11]2[CH:16]=[CH:15][C:14]([O:17][C:18]3[CH:23]=[CH:22][CH:21]=[C:20]([NH:24][C:25](=[O:37])[C:26]4[CH:31]=[CH:30][CH:29]=[C:28]([C:32]5([C:35]#[N:36])[CH2:34][CH2:33]5)[CH:27]=4)[CH:19]=3)=[N:13][N:12]2[CH:38]=1)=[O:7])(=O)C.[OH-].[Na+]. Product: [C:35]([C:32]1([C:28]2[CH:27]=[C:26]([CH:31]=[CH:30][CH:29]=2)[C:25]([NH:24][C:20]2[CH:21]=[CH:22][CH:23]=[C:18]([O:17][C:14]3[CH:15]=[CH:16][C:11]4[N:12]([CH:38]=[C:9]([NH:8][C:6](=[O:7])[CH2:5][OH:4])[N:10]=4)[N:13]=3)[CH:19]=2)=[O:37])[CH2:34][CH2:33]1)#[N:36]. The catalyst class is: 5. (2) Reactant: Cl.[CH3:2][C@H:3]1[NH:8][CH2:7][C@H:6]([CH2:9][OH:10])[CH2:5][CH2:4]1.[OH-].[Na+].[CH3:13][C:14]([O:17][C:18](O[C:18]([O:17][C:14]([CH3:16])([CH3:15])[CH3:13])=[O:19])=[O:19])([CH3:16])[CH3:15]. Product: [OH:10][CH2:9][C@H:6]1[CH2:7][N:8]([C:18]([O:17][C:14]([CH3:16])([CH3:15])[CH3:13])=[O:19])[C@H:3]([CH3:2])[CH2:4][CH2:5]1. The catalyst class is: 20. (3) Reactant: ClC(Cl)(O[C:5](=[O:11])OC(Cl)(Cl)Cl)Cl.[NH2:13][CH:14]1[CH2:19][CH2:18][N:17]([C:20]([O:22][C:23]([CH3:26])([CH3:25])[CH3:24])=[O:21])[CH2:16][CH2:15]1.C(N(CC)CC)C.[F:34][C:35]1[CH:40]=[CH:39][C:38]([NH:41][C:42]2[CH:47]=[CH:46][C:45]([F:48])=[CH:44][CH:43]=2)=[CH:37][CH:36]=1. Product: [C:23]([O:22][C:20]([N:17]1[CH2:16][CH2:15][CH:14]([NH:13][C:5]([N:41]([C:38]2[CH:39]=[CH:40][C:35]([F:34])=[CH:36][CH:37]=2)[C:42]2[CH:43]=[CH:44][C:45]([F:48])=[CH:46][CH:47]=2)=[O:11])[CH2:19][CH2:18]1)=[O:21])([CH3:26])([CH3:25])[CH3:24]. The catalyst class is: 1. (4) Reactant: Br[C:2]1[CH:7]=[CH:6][N:5]=[C:4]([N:8]2[CH2:13][CH2:12][N:11]([C:14]([O:16][C:17]([CH3:20])([CH3:19])[CH3:18])=[O:15])[CH2:10][CH2:9]2)[CH:3]=1.[Cl:21][C:22]1[CH:23]=[CH:24][C:25]([OH:31])=[C:26](B(O)O)[CH:27]=1.C(=O)([O-])[O-].[Na+].[Na+]. Product: [Cl:21][C:22]1[CH:27]=[CH:26][C:25]([OH:31])=[C:24]([C:2]2[CH:7]=[CH:6][N:5]=[C:4]([N:8]3[CH2:13][CH2:12][N:11]([C:14]([O:16][C:17]([CH3:20])([CH3:19])[CH3:18])=[O:15])[CH2:10][CH2:9]3)[CH:3]=2)[CH:23]=1. The catalyst class is: 333. (5) Reactant: [NH2:1][C:2]1[N:3]([C:15]2[CH:20]=[CH:19][CH:18]=[C:17]([Cl:21])[C:16]=2[Cl:22])[C:4]([C:7]2[CH:8]=[C:9]([C:12](O)=[O:13])[NH:10][CH:11]=2)=[N:5][N:6]=1.C1N=CN(C(N2C=NC=C2)=O)C=1.[NH:35]1[CH2:39][CH:38]=[CH:37][CH2:36]1. Product: [NH2:1][C:2]1[N:3]([C:15]2[CH:20]=[CH:19][CH:18]=[C:17]([Cl:21])[C:16]=2[Cl:22])[C:4]([C:7]2[CH:8]=[C:9]([C:12]([N:35]3[CH2:39][CH:38]=[CH:37][CH2:36]3)=[O:13])[NH:10][CH:11]=2)=[N:5][N:6]=1. The catalyst class is: 44.